This data is from Reaction yield outcomes from USPTO patents with 853,638 reactions. The task is: Predict the reaction yield, written as a fraction of the theoretical maximum amount of product (1.0 means a 100% yield; for example, 0.34 means a 34% yield). (1) The reactants are [N:1]1[C:8]([Cl:9])=[N:7][C:5](Cl)=[N:4][C:2]=1[Cl:3].CC(C)=O.[CH3:14][NH2:15]. The catalyst is C(N(CC)CC)C. The product is [Cl:9][C:8]1[N:1]=[C:2]([Cl:3])[N:4]=[C:5]([NH:15][CH3:14])[N:7]=1. The yield is 0.500. (2) The reactants are [Br:1][C:2]1[C:3]([O:9][CH3:10])=[CH:4][C:5](N)=[N:6][CH:7]=1.N([O-])=O.[Na+].[Br:15]Br.[OH-].[Na+]. The catalyst is Br.O. The product is [Br:15][C:5]1[CH:4]=[C:3]([O:9][CH3:10])[C:2]([Br:1])=[CH:7][N:6]=1. The yield is 0.520. (3) The reactants are [C:1]1([NH2:8])[CH:6]=[CH:5][CH:4]=[CH:3][C:2]=1[NH2:7].[CH:9]1([N:17]2[CH2:22][CH2:21][C:20](=O)[CH2:19][CH2:18]2)[CH2:16][CH2:15][CH2:14][CH2:13][CH2:12][CH2:11][CH2:10]1.C(O)(=O)C.[H-].[Al+3].[Li+].[H-].[H-].[H-]. The catalyst is O1CCCC1.CCCCCC.C1(C)C=CC=CC=1. The product is [CH:9]1([N:17]2[CH2:22][CH2:21][CH:20]([NH:7][C:2]3[C:1]([NH2:8])=[CH:6][CH:5]=[CH:4][CH:3]=3)[CH2:19][CH2:18]2)[CH2:16][CH2:15][CH2:14][CH2:13][CH2:12][CH2:11][CH2:10]1. The yield is 0.520. (4) The reactants are [CH3:1][C:2]1([O:8][C:9](=[O:12])[NH:10]N)[CH2:7][CH2:6][O:5][CH2:4][CH2:3]1.CC(O)=O.N([O-])=O.[Na+].N[C@@H:22]([C:26]([OH:28])=[O:27])[C@H:23]([CH3:25])[OH:24].C([O-])([O-])=O.[Na+].[Na+].Cl. The catalyst is O.CCOC(C)=O.O1CCOCC1. The product is [OH:24][C@@H:23]([CH3:25])[C@@H:22]([NH:10][C:9]([O:8][C:2]1([CH3:1])[CH2:7][CH2:6][O:5][CH2:4][CH2:3]1)=[O:12])[C:26]([OH:28])=[O:27]. The yield is 0.800.